This data is from Full USPTO retrosynthesis dataset with 1.9M reactions from patents (1976-2016). The task is: Predict the reactants needed to synthesize the given product. Given the product [OH:31][CH2:30][CH2:29][N:23]1[CH2:24][CH2:25][C:20]2=[N:19][N:18]([C:15]3[S:14][C:13]([C:10]4[CH:11]=[CH:12][C:5]([O:4][CH:2]([CH3:1])[CH3:3])=[C:6]([CH:9]=4)[C:7]#[N:8])=[N:17][N:16]=3)[C:26]([CH3:27])=[C:21]2[CH2:22]1, predict the reactants needed to synthesize it. The reactants are: [CH3:1][CH:2]([O:4][C:5]1[CH:12]=[CH:11][C:10]([C:13]2[S:14][C:15]([N:18]3[C:26]([CH3:27])=[C:21]4[CH2:22][NH:23][CH2:24][CH2:25][C:20]4=[N:19]3)=[N:16][N:17]=2)=[CH:9][C:6]=1[C:7]#[N:8])[CH3:3].Br[CH2:29][CH2:30][OH:31].C(=O)([O-])[O-].[K+].[K+].